From a dataset of Full USPTO retrosynthesis dataset with 1.9M reactions from patents (1976-2016). Predict the reactants needed to synthesize the given product. (1) The reactants are: [CH2:1]([O:5][CH2:6][CH2:7][O:8][C:9]1[CH:14]=[CH:13][C:12]([C:15]2[CH:16]=[CH:17][C:18]3[N:24]([CH2:25][CH:26]([CH3:28])[CH3:27])[CH2:23][CH2:22][C:21]([C:29]([NH:31][C:32]4[CH:33]=[CH:34][C:35]([S:38][CH2:39][C:40]5[N:44]([CH2:45][CH2:46][CH3:47])[CH:43]=[N:42][N:41]=5)=[N:36][CH:37]=4)=[O:30])=[CH:20][C:19]=3[CH:48]=2)=[CH:11][CH:10]=1)[CH2:2][CH2:3][CH3:4].ClC1C=CC=C(C(OO)=[O:57])C=1.S([O-])([O-])(=O)=S.[Na+].[Na+]. Given the product [CH2:1]([O:5][CH2:6][CH2:7][O:8][C:9]1[CH:14]=[CH:13][C:12]([C:15]2[CH:16]=[CH:17][C:18]3[N:24]([CH2:25][CH:26]([CH3:27])[CH3:28])[CH2:23][CH2:22][C:21]([C:29]([NH:31][C:32]4[CH:33]=[CH:34][C:35]([S:38]([CH2:39][C:40]5[N:44]([CH2:45][CH2:46][CH3:47])[CH:43]=[N:42][N:41]=5)=[O:57])=[N:36][CH:37]=4)=[O:30])=[CH:20][C:19]=3[CH:48]=2)=[CH:11][CH:10]=1)[CH2:2][CH2:3][CH3:4], predict the reactants needed to synthesize it. (2) Given the product [F:31][C:30]([F:32])([F:33])[C:24]1[CH:23]=[CH:22][CH:27]=[CH:26][C:25]=1[C:28]#[N:29], predict the reactants needed to synthesize it. The reactants are: C(OC(=O)NC1C=CC(N2C(C)(C)C(=N)N([C:22]3[CH:27]=[CH:26][C:25]([C:28]#[N:29])=[C:24]([C:30]([F:33])([F:32])[F:31])[CH:23]=3)C2=S)=CC=1)(C)(C)C.CO.O. (3) The reactants are: [Cl:1][C:2]1[C:16]([Cl:17])=[CH:15][CH:14]=[CH:13][C:3]=1[CH2:4][C:5]1[C:6]([CH2:11][CH3:12])=[N:7][NH:8][C:9]=1[NH2:10].O=[C:19]([C:26]1[CH:31]=[CH:30][N:29]=[CH:28][CH:27]=1)[CH2:20][C:21](OCC)=[O:22]. Given the product [Cl:1][C:2]1[C:16]([Cl:17])=[CH:15][CH:14]=[CH:13][C:3]=1[CH2:4][C:5]1[C:6]([CH2:11][CH3:12])=[N:7][N:8]2[C:21]([OH:22])=[CH:20][C:19]([C:26]3[CH:31]=[CH:30][N:29]=[CH:28][CH:27]=3)=[N:10][C:9]=12, predict the reactants needed to synthesize it. (4) Given the product [Br:1][C:2]1[C:10]2[CH:9]=[N:8][CH:7]=[N:6][C:5]=2[N:4]([S:14]([CH3:13])(=[O:16])=[O:15])[CH:3]=1, predict the reactants needed to synthesize it. The reactants are: [Br:1][C:2]1[C:10]2[CH:9]=[N:8][CH:7]=[N:6][C:5]=2[NH:4][CH:3]=1.[H-].[Na+].[CH3:13][S:14](Cl)(=[O:16])=[O:15].